This data is from Catalyst prediction with 721,799 reactions and 888 catalyst types from USPTO. The task is: Predict which catalyst facilitates the given reaction. Reactant: C(OC(=O)[NH:7][CH2:8][CH2:9][O:10]/[N:11]=[CH:12]/[C:13]1[CH:18]=[C:17]([C:19](=[O:25])[NH:20][O:21][CH2:22][CH2:23][OH:24])[C:16]([NH:26][C:27]2[CH:32]=[CH:31][C:30]([I:33])=[CH:29][C:28]=2[F:34])=[C:15]([F:35])[C:14]=1[F:36])(C)(C)C.Cl.C(=O)(O)[O-].[Na+]. Product: [NH2:7][CH2:8][CH2:9][O:10]/[N:11]=[CH:12]/[C:13]1[C:14]([F:36])=[C:15]([F:35])[C:16]([NH:26][C:27]2[CH:32]=[CH:31][C:30]([I:33])=[CH:29][C:28]=2[F:34])=[C:17]([CH:18]=1)[C:19]([NH:20][O:21][CH2:22][CH2:23][OH:24])=[O:25]. The catalyst class is: 13.